The task is: Predict the reaction yield, written as a fraction of the theoretical maximum amount of product (1.0 means a 100% yield; for example, 0.34 means a 34% yield).. This data is from Reaction yield outcomes from USPTO patents with 853,638 reactions. (1) The catalyst is CO.O1CCCC1. The reactants are [Cl:1][C:2]1[C:3](=[O:29])[N:4]([C:19]2[CH:20]=[C:21]([CH:26]=[CH:27][CH:28]=2)[C:22]([O:24]C)=[O:23])[C:5]([CH3:18])=[CH:6][C:7]=1[O:8][CH2:9][C:10]1[CH:15]=[CH:14][C:13]([F:16])=[CH:12][C:11]=1[F:17].[OH-].[Na+].Cl. The product is [Cl:1][C:2]1[C:3](=[O:29])[N:4]([C:19]2[CH:20]=[C:21]([CH:26]=[CH:27][CH:28]=2)[C:22]([OH:24])=[O:23])[C:5]([CH3:18])=[CH:6][C:7]=1[O:8][CH2:9][C:10]1[CH:15]=[CH:14][C:13]([F:16])=[CH:12][C:11]=1[F:17]. The yield is 0.840. (2) The reactants are [CH3:1][S:2]([N:5]1[CH2:10][CH2:9][C:8]2[N:11]([CH2:24][CH2:25][CH:26]=O)[N:12]=[C:13]([C:14]3[CH:19]=[CH:18][C:17]([C:20]([F:23])([F:22])[F:21])=[CH:16][CH:15]=3)[C:7]=2[CH2:6]1)(=[O:4])=[O:3].[Cl:28][C:29]1[CH:34]=[CH:33][CH:32]=[C:31]([N+:35]([O-:37])=[O:36])[C:30]=1[N:38]1[CH2:43][CH2:42][NH:41][CH2:40][CH2:39]1.S([O-])([O-])(=O)=O.[Na+].[Na+].C(O[BH-](OC(=O)C)OC(=O)C)(=O)C.[Na+]. The catalyst is C(Cl)Cl. The product is [Cl:28][C:29]1[CH:34]=[CH:33][CH:32]=[C:31]([N+:35]([O-:37])=[O:36])[C:30]=1[N:38]1[CH2:43][CH2:42][N:41]([CH2:26][CH2:25][CH2:24][N:11]2[C:8]3[CH2:9][CH2:10][N:5]([S:2]([CH3:1])(=[O:4])=[O:3])[CH2:6][C:7]=3[C:13]([C:14]3[CH:19]=[CH:18][C:17]([C:20]([F:23])([F:22])[F:21])=[CH:16][CH:15]=3)=[N:12]2)[CH2:40][CH2:39]1. The yield is 0.490.